Predict the product of the given reaction. From a dataset of Forward reaction prediction with 1.9M reactions from USPTO patents (1976-2016). (1) Given the reactants C[O:2][C:3]1[CH:8]=[CH:7][C:6]([N:9]2[C:17]3[C:12](=[CH:13][CH:14]=[CH:15][CH:16]=3)[CH:11]=[C:10]2[CH3:18])=[CH:5][CH:4]=1.B(Br)(Br)Br, predict the reaction product. The product is: [CH3:18][C:10]1[N:9]([C:6]2[CH:7]=[CH:8][C:3]([OH:2])=[CH:4][CH:5]=2)[C:17]2[C:12]([CH:11]=1)=[CH:13][CH:14]=[CH:15][CH:16]=2. (2) Given the reactants [NH:1]([C:8]([N:10]([C:36]1[CH:41]=[CH:40][CH:39]=[CH:38][CH:37]=1)[CH:11]1[CH2:16][CH2:15][N:14]([CH2:17][C:18]2[CH:19]=[CH:20][C:21]([O:24][C:25]3[CH:30]=[CH:29][C:28]([NH:31][S:32]([CH3:35])(=[O:34])=[O:33])=[CH:27][CH:26]=3)=[N:22][CH:23]=2)[CH2:13][CH2:12]1)=[O:9])[C:2]1[CH:7]=[CH:6][CH:5]=[CH:4][CH:3]=1.ClC1C=CC=C(C(OO)=[O:50])C=1.C(=O)([O-])O.[Na+], predict the reaction product. The product is: [NH:1]([C:8]([N:10]([C:36]1[CH:41]=[CH:40][CH:39]=[CH:38][CH:37]=1)[CH:11]1[CH2:12][CH2:13][N+:14]([CH2:17][C:18]2[CH:19]=[CH:20][C:21]([O:24][C:25]3[CH:30]=[CH:29][C:28]([NH:31][S:32]([CH3:35])(=[O:33])=[O:34])=[CH:27][CH:26]=3)=[N:22][CH:23]=2)([O-:50])[CH2:15][CH2:16]1)=[O:9])[C:2]1[CH:3]=[CH:4][CH:5]=[CH:6][CH:7]=1. (3) Given the reactants C[Si](Cl)(C)C.Br[CH2:7][C:8]([O:10][CH2:11][CH3:12])=[O:9].[CH3:13][O:14][CH2:15][C:16]1[CH:23]=[C:22]([O:24][CH:25]2[CH2:30][CH2:29][CH2:28][CH2:27][O:26]2)[CH:21]=[C:20]([B:31]2[O:35][C:34](C)(C)C(C)(C)[O:32]2)[C:17]=1C=O, predict the reaction product. The product is: [CH2:11]([O:10][C:8](=[O:9])[CH2:7][CH:34]1[O:35][B:31]([OH:32])[C:20]2[CH:21]=[C:22]([O:24][CH:25]3[CH2:30][CH2:29][CH2:28][CH2:27][O:26]3)[CH:23]=[C:16]([CH2:15][O:14][CH3:13])[C:17]1=2)[CH3:12]. (4) Given the reactants [N:1]12[CH2:8][CH2:7][C:4]([C:9]([C:17]3[CH:22]=[CH:21][CH:20]=[CH:19][CH:18]=3)([C:11]3[CH:16]=[CH:15][CH:14]=[CH:13][CH:12]=3)[OH:10])([CH2:5][CH2:6]1)[CH2:3][CH2:2]2.[Br:23][CH2:24][CH2:25][O:26][CH2:27][CH2:28][O:29][CH3:30], predict the reaction product. The product is: [Br-:23].[OH:10][C:9]([C:17]1[CH:22]=[CH:21][CH:20]=[CH:19][CH:18]=1)([C:11]1[CH:12]=[CH:13][CH:14]=[CH:15][CH:16]=1)[C:4]12[CH2:5][CH2:6][N+:1]([CH2:24][CH2:25][O:26][CH2:27][CH2:28][O:29][CH3:30])([CH2:2][CH2:3]1)[CH2:8][CH2:7]2. (5) Given the reactants [CH:1](NC(C)C)(C)C.IC.[C:10]([O:14][C:15](=[O:27])[NH:16][C@@H:17]([C:19]1[N:23]([CH2:24][CH3:25])[C:22]([SH:26])=[N:21][N:20]=1)[CH3:18])([CH3:13])([CH3:12])[CH3:11], predict the reaction product. The product is: [C:10]([O:14][C:15](=[O:27])[NH:16][C@@H:17]([C:19]1[N:23]([CH2:24][CH3:25])[C:22]([S:26][CH3:1])=[N:21][N:20]=1)[CH3:18])([CH3:11])([CH3:12])[CH3:13]. (6) Given the reactants [Cl:1][C:2]1[CH:10]=[C:9]2[C:5]([CH2:6][C:7](=[O:11])[NH:8]2)=[CH:4][CH:3]=1.[Br-:12].[Br-:13].[Br-].[NH+]1C=CC=CC=1.[NH+]1C=CC=CC=1.[NH+]1C=CC=CC=1, predict the reaction product. The product is: [Br:12][C:6]1([Br:13])[C:5]2[C:9](=[CH:10][C:2]([Cl:1])=[CH:3][CH:4]=2)[NH:8][C:7]1=[O:11]. (7) Given the reactants [Cl:1][C:2]1[CH:10]=[C:9]2[C:5]([C:6]([C:11]([N:13]3[CH2:18][CH2:17][C:16]4([C:22]5[CH:23]=[CH:24][CH:25]=[CH:26][C:21]=5[C:20](=[O:27])[O:19]4)[CH2:15][CH2:14]3)=[O:12])=[CH:7][NH:8]2)=[CH:4][CH:3]=1.[F:28][C:29]1[CH:30]=[C:31](B(O)O)[CH:32]=[C:33]([F:35])[CH:34]=1, predict the reaction product. The product is: [Cl:1][C:2]1[CH:10]=[C:9]2[C:5]([C:6]([C:11]([N:13]3[CH2:18][CH2:17][C:16]4([C:22]5[CH:23]=[CH:24][CH:25]=[CH:26][C:21]=5[C:20](=[O:27])[O:19]4)[CH2:15][CH2:14]3)=[O:12])=[CH:7][N:8]2[C:31]2[CH:30]=[C:29]([F:28])[CH:34]=[C:33]([F:35])[CH:32]=2)=[CH:4][CH:3]=1. (8) The product is: [ClH:44].[F:43][C:38]1[CH:39]=[CH:40][CH:41]=[CH:42][C:37]=1[CH:23]1[CH:22]([CH2:21][NH:8][C@@H:9]([C:11]2[C:20]3[C:15](=[CH:16][CH:17]=[CH:18][CH:19]=3)[CH:14]=[CH:13][CH:12]=2)[CH3:10])[CH2:27][CH2:26][N:25]([C:28]2[CH:29]=[C:30]([CH:34]=[CH:35][CH:36]=2)[C:31]([OH:33])=[O:32])[CH2:24]1. Given the reactants C(OC([N:8]([CH2:21][CH:22]1[CH2:27][CH2:26][N:25]([C:28]2[CH:29]=[C:30]([CH:34]=[CH:35][CH:36]=2)[C:31]([OH:33])=[O:32])[CH2:24][CH:23]1[C:37]1[CH:42]=[CH:41][CH:40]=[CH:39][C:38]=1[F:43])[C@@H:9]([C:11]1[C:20]2[C:15](=[CH:16][CH:17]=[CH:18][CH:19]=2)[CH:14]=[CH:13][CH:12]=1)[CH3:10])=O)(C)(C)C.[ClH:44].C(OCC)(=O)C, predict the reaction product.